From a dataset of Peptide-MHC class I binding affinity with 185,985 pairs from IEDB/IMGT. Regression. Given a peptide amino acid sequence and an MHC pseudo amino acid sequence, predict their binding affinity value. This is MHC class I binding data. The peptide sequence is RENANQLVV. The MHC is HLA-B40:02 with pseudo-sequence HLA-B40:02. The binding affinity (normalized) is 0.723.